From a dataset of Forward reaction prediction with 1.9M reactions from USPTO patents (1976-2016). Predict the product of the given reaction. (1) Given the reactants [N:1]1([CH2:6][C:7]2[CH:14]=[CH:13][C:10]([C:11]#[N:12])=[CH:9][CH:8]=2)[CH:5]=[N:4][CH:3]=[N:2]1.F[C:16]1[CH:23]=[CH:22][C:19]([C:20]#[N:21])=[CH:18][CH:17]=1, predict the reaction product. The product is: [C:11]([C:10]1[CH:13]=[CH:14][C:7]([CH:6]([C:16]2[CH:23]=[CH:22][C:19]([C:20]#[N:21])=[CH:18][CH:17]=2)[N:1]2[CH:5]=[N:4][CH:3]=[N:2]2)=[CH:8][CH:9]=1)#[N:12]. (2) The product is: [F:1][C:2]1[CH:7]=[C:6]([F:8])[CH:5]=[CH:4][C:3]=1[C:9]1[N:10]=[C:11]([C:17]2[C:18]([CH3:26])=[N:19][N:20]3[CH:25]=[CH:24][CH:23]=[CH:22][C:21]=23)[S:12][C:13]=1[C:14]1[N:33]=[CH:35][NH:28][N:16]=1. Given the reactants [F:1][C:2]1[CH:7]=[C:6]([F:8])[CH:5]=[CH:4][C:3]=1[C:9]1[N:10]=[C:11]([C:17]2[C:18]([CH3:26])=[N:19][N:20]3[CH:25]=[CH:24][CH:23]=[CH:22][C:21]=23)[S:12][C:13]=1[C:14]([NH2:16])=O.O.[NH2:28]N.COC(OC)[N:33]([CH3:35])C, predict the reaction product. (3) Given the reactants Br[C:2]1[CH:20]=[CH:19][C:5]([CH2:6][CH:7]2[CH2:11][CH2:10][N:9]([CH:12]3[CH2:17][CH2:16][CH2:15][CH2:14][CH2:13]3)[C:8]2=[O:18])=[C:4]([Cl:21])[CH:3]=1.[Cu](C#N)[C:23]#[N:24], predict the reaction product. The product is: [Cl:21][C:4]1[CH:3]=[C:2]([CH:20]=[CH:19][C:5]=1[CH2:6][CH:7]1[CH2:11][CH2:10][N:9]([CH:12]2[CH2:17][CH2:16][CH2:15][CH2:14][CH2:13]2)[C:8]1=[O:18])[C:23]#[N:24]. (4) Given the reactants [Br:1][C:2]1[N:3]=[C:4]([O:23][CH3:24])[C:5]([NH:11][S:12]([C:15]2[CH:20]=[CH:19][CH:18]=[C:17]([Cl:21])[C:16]=2[Cl:22])(=[O:14])=[O:13])=[N:6][C:7]=1[N+:8]([O-])=O, predict the reaction product. The product is: [NH2:8][C:7]1[N:6]=[C:5]([NH:11][S:12]([C:15]2[CH:20]=[CH:19][CH:18]=[C:17]([Cl:21])[C:16]=2[Cl:22])(=[O:14])=[O:13])[C:4]([O:23][CH3:24])=[N:3][C:2]=1[Br:1]. (5) Given the reactants N1C2C(=CC=CC=2)C(C(O)=O)=CC=1.[NH:14]1[C:24]2[C:19](=[CH:20][CH:21]=[CH:22][CH:23]=2)[C:17](=O)[C:15]1=[O:16].NC1C=CC=CC=1.ClC(Cl)(Cl)C(O)O.Cl.[NH2:40][OH:41], predict the reaction product. The product is: [CH:21]1[CH:20]=[CH:19][C:24]([NH:14][C:15](/[CH:17]=[N:40]/[OH:41])=[O:16])=[CH:23][CH:22]=1. (6) Given the reactants [F:1][C:2]1[C:7]([F:8])=[CH:6][CH:5]=[C:4]([F:9])[C:3]=1[CH2:10][C:11](=[O:13])[CH3:12].[C:14]([O:18][C:19]([NH:21][CH:22]([CH2:29]OS(C)(=O)=O)[C:23]([O:25][CH:26]([CH3:28])[CH3:27])=[O:24])=[O:20])([CH3:17])([CH3:16])[CH3:15].C(O[Li])(C)(C)C, predict the reaction product. The product is: [C:14]([O:18][C:19]([NH:21][CH:22]([CH2:29][CH:10]([C:3]1[C:4]([F:9])=[CH:5][CH:6]=[C:7]([F:8])[C:2]=1[F:1])[C:11](=[O:13])[CH3:12])[C:23]([O:25][CH:26]([CH3:28])[CH3:27])=[O:24])=[O:20])([CH3:17])([CH3:16])[CH3:15]. (7) Given the reactants [OH:1][NH:2]/[C:3](/[C:6]1[CH:7]=[CH:8][C:9]([NH:12][C:13](=[O:19])[O:14][C:15]([CH3:18])([CH3:17])[CH3:16])=[N:10][CH:11]=1)=[N:4]\[H].[O:20]=[C:21]1[C:25]([C:32]2[CH:37]=[CH:36][CH:35]=[CH:34][CH:33]=2)([C:26]2[CH:31]=[CH:30][CH:29]=[CH:28][CH:27]=2)[CH2:24][CH2:23][N:22]1[CH2:38][C:39](O)=O.Cl.C(N=C=NCCCN(C)C)C, predict the reaction product. The product is: [O:20]=[C:21]1[C:25]([C:26]2[CH:31]=[CH:30][CH:29]=[CH:28][CH:27]=2)([C:32]2[CH:37]=[CH:36][CH:35]=[CH:34][CH:33]=2)[CH2:24][CH2:23][N:22]1[CH2:38][C:39]1[O:1][N:2]=[C:3]([C:6]2[CH:7]=[CH:8][C:9]([NH:12][C:13](=[O:19])[O:14][C:15]([CH3:18])([CH3:17])[CH3:16])=[N:10][CH:11]=2)[N:4]=1. (8) Given the reactants [F:1][C:2]([F:24])([F:23])[C@@H:3]1[CH2:8][CH2:7][C@H:6]([O:9][C:10]2[CH:11]=[C:12]3[C:17](=[CH:18][CH:19]=2)[CH:16]=[C:15]([C:20](=[O:22])[CH3:21])[CH:14]=[CH:13]3)[CH2:5][CH2:4]1.C1C(=O)N([I:32])C(=O)C1.C(O)(C(F)(F)F)=O, predict the reaction product. The product is: [I:32][C:11]1[C:10]([O:9][C@H:6]2[CH2:7][CH2:8][C@@H:3]([C:2]([F:23])([F:24])[F:1])[CH2:4][CH2:5]2)=[CH:19][CH:18]=[C:17]2[C:12]=1[CH:13]=[CH:14][C:15]([C:20](=[O:22])[CH3:21])=[CH:16]2.